From a dataset of Forward reaction prediction with 1.9M reactions from USPTO patents (1976-2016). Predict the product of the given reaction. Given the reactants [CH3:1][O:2][C:3]1[C:4]([O:14][CH2:15][CH:16]2[CH2:21][CH2:20][N:19]([CH3:22])[CH2:18][CH2:17]2)=[CH:5][C:6]([N+:11]([O-])=O)=[C:7]([CH:10]=1)[C:8]#[N:9], predict the reaction product. The product is: [NH2:11][C:6]1[CH:5]=[C:4]([O:14][CH2:15][CH:16]2[CH2:17][CH2:18][N:19]([CH3:22])[CH2:20][CH2:21]2)[C:3]([O:2][CH3:1])=[CH:10][C:7]=1[C:8]#[N:9].